Dataset: Full USPTO retrosynthesis dataset with 1.9M reactions from patents (1976-2016). Task: Predict the reactants needed to synthesize the given product. Given the product [NH:21]1[C:20]2[CH:31]=[CH:32][C:17]([N:10]3[CH:9]([C:3]4[CH:4]=[CH:5][CH:6]=[C:7]([F:8])[C:2]=4[F:1])[C:13]([CH3:14])=[C:12]([O:15][CH2:34][CH3:35])[C:11]3=[O:16])=[CH:18][C:19]=2[N:23]=[CH:22]1, predict the reactants needed to synthesize it. The reactants are: [F:1][C:2]1[C:7]([F:8])=[CH:6][CH:5]=[CH:4][C:3]=1[CH:9]1[C:13]([CH3:14])=[C:12]([OH:15])[C:11](=[O:16])[N:10]1[C:17]1[CH:32]=[CH:31][C:20]2[N:21](C(OC(C)(C)C)=O)[CH:22]=[N:23][C:19]=2[CH:18]=1.Br[CH2:34][CH3:35].